Dataset: Tox21: 12 toxicity assays (nuclear receptors and stress response pathways). Task: Binary classification across 12 toxicity assays. (1) The compound is C[C@@H]1[C@@H]2Cc3ccc(O)cc3[C@@]1(C)CCN2CCc1ccccc1. It tested positive (active) for: NR-AhR (Aryl hydrocarbon Receptor agonist activity). (2) The molecule is Nc1c(Br)cc(Br)c2c1C(=O)c1ccccc1C2=O. It tested positive (active) for: NR-AhR (Aryl hydrocarbon Receptor agonist activity), and SR-MMP (Mitochondrial Membrane Potential disruption). (3) The compound is CC(COc1ccccc1)N(CCCl)Cc1ccccc1. It tested positive (active) for: NR-ER (Estrogen Receptor agonist activity), NR-ER-LBD (Estrogen Receptor Ligand Binding Domain agonist), SR-ARE (Antioxidant Response Element (oxidative stress)), SR-HSE (Heat Shock Element response), and SR-MMP (Mitochondrial Membrane Potential disruption). (4) The drug is CC(=O)Oc1ccccc1C(=O)Nc1ncc([N+](=O)[O-])s1. It tested positive (active) for: NR-AhR (Aryl hydrocarbon Receptor agonist activity), NR-ER (Estrogen Receptor agonist activity), SR-ATAD5 (ATAD5 genotoxicity (DNA damage)), SR-HSE (Heat Shock Element response), SR-MMP (Mitochondrial Membrane Potential disruption), and SR-p53 (p53 tumor suppressor activation). (5) The drug is N[C@@H](Cc1cc(I)c(Oc2ccc(O)c(I)c2)c(I)c1)C(=O)[O-]. It tested positive (active) for: NR-AhR (Aryl hydrocarbon Receptor agonist activity), and NR-ER (Estrogen Receptor agonist activity). (6) The compound is O=c1n(CCO)c(=O)n(CCO)c(=O)n1CCO. It tested positive (active) for: SR-HSE (Heat Shock Element response). (7) The drug is c1ccc2c(CCC3CCNCC3)c[nH]c2c1. It tested positive (active) for: NR-AhR (Aryl hydrocarbon Receptor agonist activity). (8) The drug is O=C(CCCN1CCC2(CC1)C(=O)NCN2c1ccccc1)c1ccc(F)cc1. It tested positive (active) for: SR-ARE (Antioxidant Response Element (oxidative stress)), and SR-MMP (Mitochondrial Membrane Potential disruption). (9) The molecule is O=C(O)Cc1c[nH]c2ccccc12. It tested positive (active) for: NR-AhR (Aryl hydrocarbon Receptor agonist activity).